From a dataset of Reaction yield outcomes from USPTO patents with 853,638 reactions. Predict the reaction yield, written as a fraction of the theoretical maximum amount of product (1.0 means a 100% yield; for example, 0.34 means a 34% yield). (1) The reactants are Br[C:2]1[CH:7]=[C:6]([Cl:8])[CH:5]=[CH:4][C:3]=1[C:9](=[O:11])[CH3:10].C(N(CCCC)CCCC)CCC.[C:25]([O:29][C:30]([CH3:33])([CH3:32])[CH3:31])(=[O:28])[CH:26]=[CH2:27]. The catalyst is CN(C=O)C.[Pd].CC([O-])=O.CC([O-])=O.[Pd+2]. The product is [C:9]([C:3]1[CH:4]=[CH:5][C:6]([Cl:8])=[CH:7][C:2]=1/[CH:27]=[CH:26]/[C:25]([O:29][C:30]([CH3:33])([CH3:32])[CH3:31])=[O:28])(=[O:11])[CH3:10]. The yield is 0.630. (2) The catalyst is C(N(CC)CC)C. The reactants are [O:1]1[CH:5]=[CH:4][C:3]([C:6]([CH2:8][CH2:9][CH2:10][CH2:11][CH2:12][CH2:13][C:14]([OH:16])=O)=[O:7])=[CH:2]1.[NH2:17][OH:18].Cl. The yield is 0.330. The product is [OH:18][NH:17][C:14](=[O:16])[CH2:13][CH2:12][CH2:11][CH2:10][CH2:9][CH2:8][C:6]([C:3]1[CH:4]=[CH:5][O:1][CH:2]=1)=[O:7]. (3) The reactants are Br[C:2]1[N:7]=[CH:6][C:5]([CH2:8][N:9]([CH3:11])[CH3:10])=[CH:4][CH:3]=1.C([Li])CCC.[CH2:17]1[O:27][C:20]2([CH2:25][CH2:24][C:23](=[O:26])[CH2:22][CH2:21]2)[O:19][CH2:18]1. The catalyst is C1COCC1.CCOCC. The product is [CH3:10][N:9]([CH2:8][C:5]1[CH:4]=[CH:3][C:2]([C:23]2([OH:26])[CH2:24][CH2:25][C:20]3([O:27][CH2:17][CH2:18][O:19]3)[CH2:21][CH2:22]2)=[N:7][CH:6]=1)[CH3:11]. The yield is 0.540. (4) The reactants are [N:1]1([CH2:6][CH2:7][OH:8])[CH:5]=[CH:4][CH:3]=[N:2]1.[N+:9]([C:12]1[CH:19]=[CH:18][CH:17]=[C:16]([N+]([O-])=O)[C:13]=1[C:14]#[N:15])([O-:11])=[O:10]. No catalyst specified. The product is [N:1]1([CH2:6][CH2:7][O:8][C:16]2[CH:17]=[CH:18][CH:19]=[C:12]([N+:9]([O-:11])=[O:10])[C:13]=2[C:14]#[N:15])[CH:5]=[CH:4][CH:3]=[N:2]1. The yield is 0.892.